Task: Predict the reactants needed to synthesize the given product.. Dataset: Full USPTO retrosynthesis dataset with 1.9M reactions from patents (1976-2016) (1) Given the product [CH3:1][S:2]([OH:5])(=[O:4])=[O:3].[NH2:12][CH2:13][C:14]([NH:16][CH2:17][C:18]#[N:19])=[O:15], predict the reactants needed to synthesize it. The reactants are: [CH3:1][S:2]([OH:5])(=[O:4])=[O:3].C(OC(=O)[NH:12][CH2:13][C:14]([NH:16][CH2:17][C:18]#[N:19])=[O:15])(C)(C)C. (2) Given the product [Br:1][CH:8]1[CH2:7][CH2:6][CH2:5][C:4](=[O:9])[C:3]1=[O:10], predict the reactants needed to synthesize it. The reactants are: [Br:1]Br.[C:3]1(=[O:10])[CH2:8][CH2:7][CH2:6][CH2:5][C:4]1=[O:9]. (3) Given the product [NH2:26][C:25]1[C:5]([O:4][CH2:3][O:2][CH3:1])=[CH:6][C:7]2[O:12][C:11]([CH3:14])([CH3:13])[C@@H:10]([OH:31])[C@H:9]([NH:15][CH2:16][CH2:17][C:18]3[CH:23]=[CH:22][CH:21]=[CH:20][CH:19]=3)[C:8]=2[CH:24]=1, predict the reactants needed to synthesize it. The reactants are: [CH3:1][O:2][CH2:3][O:4][C:5]1[C:25]([N+:26]([O-])=O)=[CH:24][C:8]2[CH:9]([NH:15][CH2:16][CH2:17][C:18]3[CH:23]=[CH:22][CH:21]=[CH:20][CH:19]=3)[CH2:10][C:11]([CH3:14])([CH3:13])[O:12][C:7]=2[CH:6]=1.C([OH:31])C.